Dataset: Full USPTO retrosynthesis dataset with 1.9M reactions from patents (1976-2016). Task: Predict the reactants needed to synthesize the given product. (1) Given the product [F:19][C:20]([F:39])([F:38])[S:21]([O:1][C:2]1[C:3]([CH3:11])=[CH:4][C:5]([C:6]#[N:7])=[CH:8][C:9]=1[CH3:10])(=[O:23])=[O:22], predict the reactants needed to synthesize it. The reactants are: [OH:1][C:2]1[C:9]([CH3:10])=[CH:8][C:5]([C:6]#[N:7])=[CH:4][C:3]=1[CH3:11].C(N(CC)CC)C.[F:19][C:20]([F:39])([F:38])[S:21](N(C1C=CC=CC=1)[S:21]([C:20]([F:39])([F:38])[F:19])(=[O:23])=[O:22])(=[O:23])=[O:22]. (2) Given the product [NH:14]1[CH2:15][CH:16]=[C:17]([C:3]2[C:4]3[C:9](=[CH:8][CH:7]=[CH:6][CH:5]=3)[NH:1][CH:2]=2)[CH2:18][CH2:19]1, predict the reactants needed to synthesize it. The reactants are: [NH:1]1[C:9]2[C:4](=[CH:5][CH:6]=[CH:7][CH:8]=2)[CH:3]=[CH:2]1.[OH-].[K+].Cl.O.[NH:14]1[CH2:19][CH2:18][C:17](=O)[CH2:16][CH2:15]1. (3) Given the product [CH2:1]([O:3][C:4](=[O:46])[CH2:5][NH:6][C:7]([C:9]1[C:14]([OH:15])=[C:13]([CH3:23])[N:12]=[C:11]([CH2:24][CH:25]2[CH2:26][CH2:27][N:28]([C:31]3[CH:32]=[CH:33][C:34]([C:37]4[CH:38]=[CH:39][C:40]([CH:43]([OH:45])[CH3:44])=[CH:41][CH:42]=4)=[CH:35][CH:36]=3)[CH2:29][CH2:30]2)[N:10]=1)=[O:8])[CH3:2], predict the reactants needed to synthesize it. The reactants are: [CH2:1]([O:3][C:4](=[O:46])[CH2:5][NH:6][C:7]([C:9]1[C:14]([O:15]CC2C=CC=CC=2)=[C:13]([CH3:23])[N:12]=[C:11]([CH2:24][CH:25]2[CH2:30][CH2:29][N:28]([C:31]3[CH:36]=[CH:35][C:34]([C:37]4[CH:42]=[CH:41][C:40]([C:43](=[O:45])[CH3:44])=[CH:39][CH:38]=4)=[CH:33][CH:32]=3)[CH2:27][CH2:26]2)[N:10]=1)=[O:8])[CH3:2]. (4) The reactants are: [C:1]1([SH:7])[CH:6]=[CH:5][CH:4]=[CH:3][CH:2]=1.Br[C:9]1[CH:13]=[CH:12][S:11][C:10]=1[CH:14]=[O:15]. Given the product [C:1]1([S:7][C:9]2[CH:13]=[CH:12][S:11][C:10]=2[CH:14]=[O:15])[CH:6]=[CH:5][CH:4]=[CH:3][CH:2]=1, predict the reactants needed to synthesize it. (5) Given the product [C:8]1([C:37]2[CH:36]=[CH:33][CH:28]=[CH:29][CH:30]=2)[CH:9]=[CH:10][C:11]([N:12]([C:16]2[CH:17]=[CH:18][C:19]([C:22]3[CH:27]=[CH:26][CH:25]=[CH:24][CH:23]=3)=[CH:20][CH:21]=2)[C:25]2[CH:24]=[CH:23][C:22]([C:19]3[CH:20]=[CH:21][C:16]4[N:12]([C:11]5[CH:10]=[CH:9][C:8]([C:28]6[CH:29]=[CH:30][CH:31]=[CH:32][CH:33]=6)=[CH:7][CH:6]=5)[C:13]5[C:4](=[CH:3][C:2]([C:15]6[CH:2]=[CH:3][CH:4]=[CH:13][CH:14]=6)=[CH:15][CH:14]=5)[C:5]([CH3:34])([CH3:35])[C:17]=4[CH:18]=3)=[CH:27][CH:26]=2)=[CH:6][CH:7]=1, predict the reactants needed to synthesize it. The reactants are: Br[C:2]1[CH:15]=[CH:14][C:13]2[N:12]([C:16]3[CH:21]=[CH:20][C:19]([C:22]4[CH:27]=[CH:26][CH:25]=[CH:24][CH:23]=4)=[CH:18][CH:17]=3)[C:11]3[C:6](=[CH:7][C:8]([C:28]4[CH:33]=[CH:32][CH:31]=[CH:30][CH:29]=4)=[CH:9][CH:10]=3)[C:5]([CH3:35])([CH3:34])[C:4]=2[CH:3]=1.[CH2:36](O)[CH3:37].C(=O)([O-])[O-].[K+].[K+]. (6) Given the product [CH2:27]([O:29][C:15]1[CH:23]=[CH:22][C:18]([C:19]([NH:1][C:2]2([C:11]([OH:13])=[O:12])[CH2:3][C:4]3[C:9](=[CH:8][CH:7]=[CH:6][CH:5]=3)[CH2:10]2)=[O:21])=[CH:17][C:16]=1[NH:24][CH2:9][CH2:10][C:2]1[CH:11]=[C:41]([CH3:40])[CH:5]=[CH:4][CH:3]=1)[CH3:28], predict the reactants needed to synthesize it. The reactants are: [NH2:1][C:2]1([C:11]([OH:13])=[O:12])[CH2:10][C:9]2[C:4](=[CH:5][CH:6]=[CH:7][CH:8]=2)[CH2:3]1.F[C:15]1[CH:23]=[CH:22][C:18]([C:19]([OH:21])=O)=[CH:17][C:16]=1[N+:24]([O-])=O.[CH2:27]([OH:29])[CH3:28].C[Si]([N-][Si](C)(C)C)(C)C.[Na+].[CH3:40][C:41](N(C)C)=O.